Dataset: Forward reaction prediction with 1.9M reactions from USPTO patents (1976-2016). Task: Predict the product of the given reaction. Given the reactants [CH:1]([C:4]1[C:11](B2OC(C)(C)C(C)(C)O2)=[CH:10][C:7]([C:8]#[N:9])=[C:6]([N:21]2[CH2:26][CH2:25][N:24]([C:27](=[O:32])[CH2:28][CH2:29][O:30][CH3:31])[C@H:23]([CH3:33])[CH2:22]2)[N:5]=1)([CH3:3])[CH3:2].[N-:34]=[N+:35]=[N-:36].[Na+], predict the reaction product. The product is: [N:34]([C:11]1[C:4]([CH:1]([CH3:3])[CH3:2])=[N:5][C:6]([N:21]2[CH2:26][CH2:25][N:24]([C:27](=[O:32])[CH2:28][CH2:29][O:30][CH3:31])[C@H:23]([CH3:33])[CH2:22]2)=[C:7]([CH:10]=1)[C:8]#[N:9])=[N+:35]=[N-:36].